This data is from NCI-60 drug combinations with 297,098 pairs across 59 cell lines. The task is: Regression. Given two drug SMILES strings and cell line genomic features, predict the synergy score measuring deviation from expected non-interaction effect. (1) Drug 1: C1=CC(=CC=C1CC(C(=O)O)N)N(CCCl)CCCl.Cl. Drug 2: C1CN(P(=O)(OC1)NCCCl)CCCl. Cell line: NCI-H460. Synergy scores: CSS=21.8, Synergy_ZIP=1.34, Synergy_Bliss=-1.87, Synergy_Loewe=-27.3, Synergy_HSA=-3.13. (2) Drug 1: C1=CC(=CC=C1C#N)C(C2=CC=C(C=C2)C#N)N3C=NC=N3. Drug 2: C1C(C(OC1N2C=NC(=NC2=O)N)CO)O. Cell line: NCI-H322M. Synergy scores: CSS=8.89, Synergy_ZIP=-0.709, Synergy_Bliss=0.697, Synergy_Loewe=5.47, Synergy_HSA=2.74. (3) Drug 1: CCC1=C2CN3C(=CC4=C(C3=O)COC(=O)C4(CC)O)C2=NC5=C1C=C(C=C5)O. Drug 2: CN(C(=O)NC(C=O)C(C(C(CO)O)O)O)N=O. Cell line: PC-3. Synergy scores: CSS=12.9, Synergy_ZIP=-4.89, Synergy_Bliss=-0.154, Synergy_Loewe=-15.3, Synergy_HSA=-1.42. (4) Drug 1: CN(CC1=CN=C2C(=N1)C(=NC(=N2)N)N)C3=CC=C(C=C3)C(=O)NC(CCC(=O)O)C(=O)O. Drug 2: C1CN(P(=O)(OC1)NCCCl)CCCl. Cell line: OVCAR-4. Synergy scores: CSS=30.7, Synergy_ZIP=-6.57, Synergy_Bliss=-12.0, Synergy_Loewe=-29.1, Synergy_HSA=-11.2. (5) Drug 1: C1=C(C(=O)NC(=O)N1)N(CCCl)CCCl. Drug 2: COCCOC1=C(C=C2C(=C1)C(=NC=N2)NC3=CC=CC(=C3)C#C)OCCOC.Cl. Cell line: IGROV1. Synergy scores: CSS=42.3, Synergy_ZIP=5.13, Synergy_Bliss=4.60, Synergy_Loewe=11.7, Synergy_HSA=13.0. (6) Drug 1: CC1=C(C(=O)C2=C(C1=O)N3CC4C(C3(C2COC(=O)N)OC)N4)N. Cell line: UACC-257. Synergy scores: CSS=13.1, Synergy_ZIP=-4.05, Synergy_Bliss=-2.01, Synergy_Loewe=-8.74, Synergy_HSA=-4.22. Drug 2: C1C(C(OC1N2C=NC(=NC2=O)N)CO)O.